This data is from Forward reaction prediction with 1.9M reactions from USPTO patents (1976-2016). The task is: Predict the product of the given reaction. Given the reactants C([O:8][N:9]1[C:14](=[O:15])[C:13]([Cl:16])=[C:12]([NH:17][C:18]2[CH:23]=[CH:22][C:21]([F:24])=[CH:20][C:19]=2[CH3:25])[C:11]([C:26]([O:28][CH2:29][CH3:30])=[O:27])=[CH:10]1)C1C=CC=CC=1, predict the reaction product. The product is: [Cl:16][C:13]1[C:14](=[O:15])[N:9]([OH:8])[CH:10]=[C:11]([C:26]([O:28][CH2:29][CH3:30])=[O:27])[C:12]=1[NH:17][C:18]1[CH:23]=[CH:22][C:21]([F:24])=[CH:20][C:19]=1[CH3:25].